This data is from Peptide-MHC class I binding affinity with 185,985 pairs from IEDB/IMGT. The task is: Regression. Given a peptide amino acid sequence and an MHC pseudo amino acid sequence, predict their binding affinity value. This is MHC class I binding data. (1) The MHC is HLA-B35:01 with pseudo-sequence HLA-B35:01. The peptide sequence is SPAIFQSSM. The binding affinity (normalized) is 0.427. (2) The peptide sequence is FKLLEYSN. The MHC is H-2-Db with pseudo-sequence H-2-Db. The binding affinity (normalized) is 0. (3) The peptide sequence is HPAAMPHLLV. The MHC is HLA-B07:02 with pseudo-sequence HLA-B07:02. The binding affinity (normalized) is 0.460. (4) The peptide sequence is SAIMVASDV. The MHC is HLA-A68:02 with pseudo-sequence HLA-A68:02. The binding affinity (normalized) is 0.551. (5) The peptide sequence is YQYGDNLIL. The MHC is HLA-B35:01 with pseudo-sequence HLA-B35:01. The binding affinity (normalized) is 0.444. (6) The peptide sequence is YLSTFNMWR. The MHC is HLA-A68:01 with pseudo-sequence HLA-A68:01. The binding affinity (normalized) is 0.886. (7) The binding affinity (normalized) is 0. The MHC is HLA-A68:01 with pseudo-sequence HLA-A68:01. The peptide sequence is LSPRTLNAW.